Dataset: Full USPTO retrosynthesis dataset with 1.9M reactions from patents (1976-2016). Task: Predict the reactants needed to synthesize the given product. The reactants are: CC1C=CC=C(C)N=1.[O:9]1[C:13]2[CH:14]=[CH:15][C:16]([CH:18](Br)[C:19]([O:21][CH3:22])=[O:20])=[CH:17][C:12]=2[O:11][CH2:10]1.[Br:24][C:25]1[CH:26]=[C:27]2[C:31](=[CH:32][CH:33]=1)[N:30]([CH3:34])[CH:29]=[CH:28]2. Given the product [O:9]1[C:13]2[CH:14]=[CH:15][C:16]([CH:18]([C:28]3[C:27]4[C:31](=[CH:32][CH:33]=[C:25]([Br:24])[CH:26]=4)[N:30]([CH3:34])[CH:29]=3)[C:19]([O:21][CH3:22])=[O:20])=[CH:17][C:12]=2[O:11][CH2:10]1, predict the reactants needed to synthesize it.